From a dataset of Forward reaction prediction with 1.9M reactions from USPTO patents (1976-2016). Predict the product of the given reaction. (1) Given the reactants [N:1]1([C:6]2[N:11]=[C:10]([CH3:12])[CH:9]=[C:8]([CH:13]3[CH2:17][CH2:16][CH2:15][NH:14]3)[N:7]=2)[CH:5]=[CH:4][N:3]=[CH:2]1.Cl.[O:19]1[C:23]2[CH:24]=[CH:25][C:26]([CH2:28][N:29]([CH2:31][CH2:32]Cl)C)=[CH:27][C:22]=2[O:21][CH2:20]1.C(N(C(C)C)CC)(C)C.[I-].[K+].P([O-])([O-])([O-])=O.[K+].[K+].[K+], predict the reaction product. The product is: [O:19]1[C:23]2[CH:24]=[CH:25][C:26]([CH2:28][NH:29][CH2:31][CH2:32][N:14]3[CH2:15][CH2:16][CH2:17][CH:13]3[C:8]3[CH:9]=[C:10]([CH3:12])[N:11]=[C:6]([N:1]4[CH:5]=[CH:4][N:3]=[CH:2]4)[N:7]=3)=[CH:27][C:22]=2[O:21][CH2:20]1. (2) The product is: [CH2:1]([N:8]1[C:13](=[O:14])[CH:12]=[CH:11][C:10]([C:15]2[S:19][C:18]([C:20]([NH:34][CH:31]([CH3:33])[CH3:32])=[O:22])=[N:17][C:16]=2[C:25]2[CH:26]=[CH:27][CH:28]=[CH:29][CH:30]=2)=[N:9]1)[C:2]1[CH:3]=[CH:4][CH:5]=[CH:6][CH:7]=1. Given the reactants [CH2:1]([N:8]1[C:13](=[O:14])[CH:12]=[CH:11][C:10]([C:15]2[S:19][C:18]([C:20]([O:22]CC)=O)=[N:17][C:16]=2[C:25]2[CH:30]=[CH:29][CH:28]=[CH:27][CH:26]=2)=[N:9]1)[C:2]1[CH:7]=[CH:6][CH:5]=[CH:4][CH:3]=1.[CH:31]([NH2:34])([CH3:33])[CH3:32], predict the reaction product. (3) Given the reactants [NH:1]1[CH:5]=[C:4]([C:6]2[CH:22]=[CH:21][C:9]3[C:10]4[N:11]=[C:12]([C:18](O)=[O:19])[S:13][C:14]=4[CH2:15][CH2:16][O:17][C:8]=3[CH:7]=2)[CH:3]=[N:2]1.[NH:23]1[CH2:27][CH2:26][CH2:25][C@H:24]1[C:28]#[N:29], predict the reaction product. The product is: [NH:1]1[CH:5]=[C:4]([C:6]2[CH:22]=[CH:21][C:9]3[C:10]4[N:11]=[C:12]([C:18]([N:23]5[CH2:27][CH2:26][CH2:25][C@H:24]5[C:28]#[N:29])=[O:19])[S:13][C:14]=4[CH2:15][CH2:16][O:17][C:8]=3[CH:7]=2)[CH:3]=[N:2]1. (4) Given the reactants [NH2:1][C@@H:2]([C:7]([OH:9])=[O:8])[C:3]([SH:6])([CH3:5])[CH3:4].[OH-].[Na+].Br[CH2:13][CH2:14][OH:15].C(=O)([O-])[O-].[Na+].[Na+].[C:22]([O:26][C:27]1[CH:32]=[CH:31][C:30]([S:33](Cl)(=[O:35])=[O:34])=[CH:29][CH:28]=1)#[C:23][CH2:24][CH3:25], predict the reaction product. The product is: [CH2:22]([O:26][C:27]1[CH:32]=[CH:31][C:30]([S:33]([NH:1][C@H:2]([C:7]([OH:9])=[O:8])[C:3]([S:6][CH2:13][CH2:14][OH:15])([CH3:5])[CH3:4])(=[O:35])=[O:34])=[CH:29][CH:28]=1)[C:23]#[C:24][CH3:25].